Predict which catalyst facilitates the given reaction. From a dataset of Catalyst prediction with 721,799 reactions and 888 catalyst types from USPTO. (1) Reactant: [Cl:1][C:2]1[CH:3]=[N:4][CH:5]=[CH:6][C:7]=1[C:8]1[N:13]=[C:12]([N:14]2[CH2:19][CH2:18][CH:17]([NH2:20])[CH2:16][CH2:15]2)[CH:11]=[N:10][C:9]=1[C:21]1[CH:26]=[CH:25][C:24]([C:27]([F:30])([F:29])[F:28])=[CH:23][N:22]=1.[C:31](OC(=O)C)(=[O:33])[CH3:32]. Product: [Cl:1][C:2]1[CH:3]=[N:4][CH:5]=[CH:6][C:7]=1[C:8]1[N:13]=[C:12]([N:14]2[CH2:15][CH2:16][CH:17]([NH:20][C:31](=[O:33])[CH3:32])[CH2:18][CH2:19]2)[CH:11]=[N:10][C:9]=1[C:21]1[CH:26]=[CH:25][C:24]([C:27]([F:28])([F:29])[F:30])=[CH:23][N:22]=1. The catalyst class is: 2. (2) Reactant: [CH3:1][O:2][C:3](=[O:20])[C:4]1[CH:9]=[CH:8][C:7]([O:10][CH2:11][CH2:12][NH:13]C(=O)C(C)(C)C)=[CH:6][CH:5]=1.Cl. Product: [CH3:1][O:2][C:3](=[O:20])[C:4]1[CH:5]=[CH:6][C:7]([O:10][CH2:11][CH2:12][NH2:13])=[CH:8][CH:9]=1. The catalyst class is: 14. (3) Reactant: [OH-].[Na+].[Br-].[O:4]=[C:5]([C:26]1[CH:31]=[CH:30][N:29]=[CH:28][CH:27]=1)[CH2:6][P+:7]([C:20]1[CH:25]=[CH:24][CH:23]=[CH:22][CH:21]=1)([C:14]1[CH:19]=[CH:18][CH:17]=[CH:16][CH:15]=1)[C:8]1[CH:13]=[CH:12][CH:11]=[CH:10][CH:9]=1. Product: [N:29]1[CH:30]=[CH:31][C:26]([C:5](=[O:4])[CH:6]=[P:7]([C:20]2[CH:25]=[CH:24][CH:23]=[CH:22][CH:21]=2)([C:8]2[CH:9]=[CH:10][CH:11]=[CH:12][CH:13]=2)[C:14]2[CH:19]=[CH:18][CH:17]=[CH:16][CH:15]=2)=[CH:27][CH:28]=1. The catalyst class is: 5. (4) Reactant: [CH2:1]([C:3]1[C:11](/[C:12](/[CH3:15])=[CH:13]\[CH3:14])=[C:6]2[CH:7]=[CH:8][CH:9]=[CH:10][N:5]2[N:4]=1)[CH3:2].C(C1C(C(CC)=C)=C2C=CC=CN2N=1)C.C1CCCCC=1. Product: [CH:12]([C:11]1[C:3]([CH2:1][CH3:2])=[N:4][N:5]2[CH:10]=[CH:9][CH:8]=[CH:7][C:6]=12)([CH2:13][CH3:14])[CH3:15]. The catalyst class is: 45. (5) Reactant: [Cl:1][C:2]1[CH:3]=[C:4]([CH:8]([CH3:11])[C:9]#[N:10])[CH:5]=[CH:6][CH:7]=1.C(O)C.Cl.O. Product: [ClH:1].[Cl:1][C:2]1[CH:3]=[C:4]([CH:8]([CH3:11])[CH2:9][NH2:10])[CH:5]=[CH:6][CH:7]=1. The catalyst class is: 116. (6) Reactant: [CH3:1][S:2]([C:5]1[CH:19]=[CH:18][C:8]([CH2:9][NH:10]C(=O)OC(C)(C)C)=[CH:7][C:6]=1[C:20]([F:23])([F:22])[F:21])(=[O:4])=[O:3].[ClH:24]. Product: [ClH:24].[CH3:1][S:2]([C:5]1[CH:19]=[CH:18][C:8]([CH2:9][NH2:10])=[CH:7][C:6]=1[C:20]([F:21])([F:22])[F:23])(=[O:4])=[O:3]. The catalyst class is: 158. (7) Reactant: [Cl:1][C:2]1[C:7]([O:8][CH3:9])=[CH:6][C:5]([O:10][CH3:11])=[C:4]([Cl:12])[C:3]=1[NH:13]C(=O)C.[OH-].[K+]. Product: [Cl:1][C:2]1[C:7]([O:8][CH3:9])=[CH:6][C:5]([O:10][CH3:11])=[C:4]([Cl:12])[C:3]=1[NH2:13]. The catalyst class is: 88. (8) Reactant: [Cl:1][C:2]1[C:35]([C:36]([F:39])([F:38])[F:37])=[CH:34][CH:33]=[CH:32][C:3]=1[CH2:4][N:5]([CH2:20][CH:21]([O:28][C:29](=[O:31])[CH3:30])[C:22]1[CH:27]=[CH:26][CH:25]=[CH:24][CH:23]=1)[CH2:6][CH2:7][CH2:8][O:9][C:10]1[CH:11]=[C:12]([CH2:16][C:17]([OH:19])=[O:18])[CH:13]=[CH:14][CH:15]=1.Cl. Product: [ClH:1].[Cl:1][C:2]1[C:35]([C:36]([F:37])([F:38])[F:39])=[CH:34][CH:33]=[CH:32][C:3]=1[CH2:4][N:5]([CH2:20][CH:21]([O:28][C:29](=[O:31])[CH3:30])[C:22]1[CH:23]=[CH:24][CH:25]=[CH:26][CH:27]=1)[CH2:6][CH2:7][CH2:8][O:9][C:10]1[CH:11]=[C:12]([CH2:16][C:17]([OH:19])=[O:18])[CH:13]=[CH:14][CH:15]=1. The catalyst class is: 27. (9) Reactant: [CH3:1][C:2]1[C:7]([NH2:8])=[CH:6][CH:5]=[CH:4][N:3]=1.[CH2:9]([C@@:16]12[CH2:29][CH2:28][C@@:27]([CH2:31][CH3:32])([OH:30])[CH2:26][C@@H:25]1[CH:24]=[CH:23][C:22]1[CH:21]=[C:20]([C:33](OC)=[O:34])[CH:19]=[CH:18][C:17]2=1)[C:10]1[CH:15]=[CH:14][CH:13]=[CH:12][CH:11]=1.[Li+].C[Si]([N-][Si](C)(C)C)(C)C. Product: [CH2:9]([C@@:16]12[CH2:29][CH2:28][C@@:27]([CH2:31][CH3:32])([OH:30])[CH2:26][C@@H:25]1[CH:24]=[CH:23][C:22]1[CH:21]=[C:20]([C:33]([NH:8][C:7]3[C:2]([CH3:1])=[N:3][CH:4]=[CH:5][CH:6]=3)=[O:34])[CH:19]=[CH:18][C:17]2=1)[C:10]1[CH:11]=[CH:12][CH:13]=[CH:14][CH:15]=1. The catalyst class is: 11.